This data is from Forward reaction prediction with 1.9M reactions from USPTO patents (1976-2016). The task is: Predict the product of the given reaction. (1) Given the reactants [Br:1][C:2]1[CH:7]=[CH:6][C:5](I)=[CH:4][C:3]=1[CH3:9].[C:10]1([NH:16][C:17]2[CH:22]=[CH:21][CH:20]=[CH:19][CH:18]=2)[CH:15]=[CH:14][CH:13]=[CH:12][CH:11]=1.C(O[Na])(C)(C)C, predict the reaction product. The product is: [Br:1][C:2]1[CH:7]=[CH:6][C:5]([N:16]([C:17]2[CH:18]=[CH:19][CH:20]=[CH:21][CH:22]=2)[C:10]2[CH:15]=[CH:14][CH:13]=[CH:12][CH:11]=2)=[CH:4][C:3]=1[CH3:9]. (2) Given the reactants [H-].[Na+].[OH:3][C:4]1([C:12]2[S:13][C:14]([C:17]3[CH:18]=[C:19]([N:24]([C:32]4[N:37]=[C:36]([C:38]([F:41])([F:40])[F:39])[CH:35]=[CH:34][N:33]=4)[C:25](=[O:31])[O:26][C:27]([CH3:30])([CH3:29])[CH3:28])[CH:20]=[C:21]([CH3:23])[CH:22]=3)=[CH:15][N:16]=2)[CH2:10][CH2:9][C:8](=[O:11])[NH:7][CH2:6][CH2:5]1.Br[CH2:43][CH2:44][O:45][Si](C(C)(C)C)(C)C, predict the reaction product. The product is: [OH:45][CH2:44][CH2:43][O:3][C:4]1([C:12]2[S:13][C:14]([C:17]3[CH:18]=[C:19]([N:24]([C:32]4[N:37]=[C:36]([C:38]([F:40])([F:41])[F:39])[CH:35]=[CH:34][N:33]=4)[C:25](=[O:31])[O:26][C:27]([CH3:30])([CH3:29])[CH3:28])[CH:20]=[C:21]([CH3:23])[CH:22]=3)=[CH:15][N:16]=2)[CH2:10][CH2:9][C:8](=[O:11])[NH:7][CH2:6][CH2:5]1. (3) Given the reactants [S:1]1[C:5]2[CH:6]=[CH:7][C:8]([CH2:10][CH2:11][O:12][CH2:13][CH2:14][N:15]3[CH2:19][CH2:18][CH:17]([NH2:20])[CH2:16]3)=[CH:9][C:4]=2[CH:3]=[CH:2]1.[C:21]([OH:26])(=[O:25])[C:22]([OH:24])=[O:23], predict the reaction product. The product is: [C:21]([OH:26])(=[O:25])[C:22]([OH:24])=[O:23].[C:21]([OH:26])(=[O:25])[C:22]([OH:24])=[O:23].[S:1]1[C:5]2[CH:6]=[CH:7][C:8]([CH2:10][CH2:11][O:12][CH2:13][CH2:14][N:15]3[CH2:19][CH2:18][CH:17]([NH2:20])[CH2:16]3)=[CH:9][C:4]=2[CH:3]=[CH:2]1. (4) Given the reactants [CH3:1][C:2]1([CH3:44])[CH2:7][CH2:6][CH:5]([NH:8][CH2:9][C:10]2[CH:15]=[CH:14][CH:13]=[C:12]([C:16]3[CH:17]=[CH:18][C:19]4[N:23]=[CH:22][N:21](C(C5C=CC=CC=5)(C5C=CC=CC=5)C5C=CC=CC=5)[C:20]=4[CH:43]=3)[CH:11]=2)[CH2:4][CH2:3]1.CC1(C)CCC(NCC2C=CC=C(C3C=CC4N(C(C5C=CC=CC=5)(C5C=CC=CC=5)C5C=CC=CC=5)C=NC=4C=3)C=2)CC1.O.[ClH:90], predict the reaction product. The product is: [ClH:90].[NH:23]1[C:19]2[CH:18]=[CH:17][C:16]([C:12]3[CH:11]=[C:10]([CH2:9][NH:8][CH:5]4[CH2:6][CH2:7][C:2]([CH3:44])([CH3:1])[CH2:3][CH2:4]4)[CH:15]=[CH:14][CH:13]=3)=[CH:43][C:20]=2[N:21]=[CH:22]1. (5) Given the reactants C(Cl)(=O)C(Cl)=O.CS(C)=O.[F:11][C:12]1[C:17]([F:18])=[CH:16][CH:15]=[CH:14][C:13]=1[CH:19]1[CH2:29][CH2:28][CH:27]([OH:30])[C:22]2=[N:23][CH:24]=[CH:25][CH:26]=[C:21]2[CH:20]1[F:31].C(N(CC)CC)C, predict the reaction product. The product is: [F:11][C:12]1[C:17]([F:18])=[CH:16][CH:15]=[CH:14][C:13]=1[CH:19]1[CH2:29][CH2:28][C:27](=[O:30])[C:22]2=[N:23][CH:24]=[CH:25][CH:26]=[C:21]2[CH:20]1[F:31]. (6) Given the reactants [NH2:1][C:2]1[CH:14]=[CH:13][C:12]([N:15]2[CH:21]3[CH2:22][CH2:23][N:18]([CH2:19][CH2:20]3)[CH2:17][CH2:16]2)=[CH:11][C:3]=1[C:4]([NH:6][CH2:7][C:8]([OH:10])=[O:9])=[O:5].[OH-].[Li+].C(O[C:29](OCC)(OCC)[CH2:30][CH3:31])C, predict the reaction product. The product is: [N:18]12[CH2:23][CH2:22][CH:21]([CH2:20][CH2:19]1)[N:15]([C:12]1[CH:11]=[C:3]3[C:2](=[CH:14][CH:13]=1)[N:1]=[C:29]([CH2:30][CH3:31])[N:6]([CH2:7][C:8]([OH:10])=[O:9])[C:4]3=[O:5])[CH2:16][CH2:17]2. (7) Given the reactants Cl[C:2]1[C:6](=[O:7])[N:5]([C:8]2[CH:13]=[CH:12][C:11]([Cl:14])=[C:10]([Cl:15])[CH:9]=2)[C:4](=[O:16])[C:3]=1[C:17]1[CH:22]=[CH:21][C:20]([NH:23][C:24](=[O:30])[O:25][C:26]([CH3:29])([CH3:28])[CH3:27])=[CH:19][CH:18]=1.[NH:31]1[CH2:36][CH2:35][O:34][CH2:33][CH2:32]1, predict the reaction product. The product is: [Cl:15][C:10]1[CH:9]=[C:8]([N:5]2[C:6](=[O:7])[C:2]([N:31]3[CH2:36][CH2:35][O:34][CH2:33][CH2:32]3)=[C:3]([C:17]3[CH:18]=[CH:19][C:20]([NH:23][C:24](=[O:30])[O:25][C:26]([CH3:29])([CH3:27])[CH3:28])=[CH:21][CH:22]=3)[C:4]2=[O:16])[CH:13]=[CH:12][C:11]=1[Cl:14].[NH2:23][C:20]1[CH:19]=[CH:18][C:17]([C:3]2[C:4](=[O:16])[N:5]([C:8]3[CH:13]=[CH:12][C:11]([Cl:14])=[C:10]([Cl:15])[CH:9]=3)[C:6](=[O:7])[C:2]=2[N:31]2[CH2:36][CH2:35][O:34][CH2:33][CH2:32]2)=[CH:22][CH:21]=1.